Dataset: Experimentally validated miRNA-target interactions with 360,000+ pairs, plus equal number of negative samples. Task: Binary Classification. Given a miRNA mature sequence and a target amino acid sequence, predict their likelihood of interaction. (1) The miRNA is mmu-miR-147-3p with sequence GUGUGCGGAAAUGCUUCUGCUA. Result: 0 (no interaction). The protein sequence of the target gene is MPEIRLRHVVSCSSQDSTHCAENLLKADTYRKWRAAKAGEKTISVVLQLEKEEQIHSVDIGNDGSAFVEVLVGSSAGGAGEQDYEVLLVTSSFMSPSESRSGSNPNRVRMFGPDKLVRAAAEKRWDRVKIVCSQPYSKDSPFGLSFVRFHSPPDKDEAEAPSQKVTVTKLGQFRVKEEDESANSLRPGALFFSRINKTSPVTASDPAGPSYAAATLQASSAASSASPVSRAIGSTSKPQESPKGKRKLDLNQEEKKTPSKPPAQLSPSVPKRPKLPAPTRTPATAPVPARAQGAVTGKPR.... (2) The miRNA is hsa-let-7e-5p with sequence UGAGGUAGGAGGUUGUAUAGUU. The protein sequence of the target gene is MAQVSINNDYSEWDLSTDAGERARLLQSPCVDTAPKSEWEASPGGLDRGTTSTLGAIFIVVNACLGAGLLNFPAAFSTAGGVAAGIALQMGMLVFIISGLVILAYCSQASNERTYQEVVWAVCGKLTGVLCEVAIAVYTFGTCIAFLIIIGDQQDKIIAVMAKEPEGASGPWYTDRKFTISLTAFLFILPLSIPREIGFQKYASFLSVVGTWYVTAIVIIKYIWPDKEMTPGNILTRPASWMAVFNAMPTICFGFQCHVSSVPVFNSMQQPEVKTWGGVVTAAMVIALAVYMGTGICGFL.... Result: 1 (interaction). (3) The miRNA is hsa-miR-1260b with sequence AUCCCACCACUGCCACCAU. The protein sequence of the target gene is MFSSVAHLARANPFNTPHLQLVHDGLGDLRSSSPGPTGQPRRPRNLAAAAVEEQYSCDYGSGRFFILCGLGGIISCGTTHTALVPLDLVKCRMQVDPQKYKGIFNGFSVTLKEDGVRGLAKGWAPTFLGYSMQGLCKFGFYEVFKVLYSNMLGEENTYLWRTSLYLAASASAEFFADIALAPMEAAKVRIQTQPGYANTLRDAAPKMYKEEGLKAFYKGVAPLWMRQIPYTMMKFACFERTVEALYKFVVPKPRSECSKPEQLVVTFVAGYIAGVFCAIVSHPADSVVSVLNKEKGSSAS.... Result: 1 (interaction).